Dataset: Catalyst prediction with 721,799 reactions and 888 catalyst types from USPTO. Task: Predict which catalyst facilitates the given reaction. (1) Reactant: [BH4-].[Na+].[CH3:3][N:4]([CH3:37])[S:5]([N:8]1[CH:12]=[C:11]([C:13]([C:15]2([C:19]([F:22])([F:21])[F:20])[CH2:18][CH2:17][CH2:16]2)=[O:14])[N:10]=[C:9]1[CH2:23][CH2:24][C:25]1[CH:30]=[CH:29][C:28]([C:31]2[CH:36]=[CH:35][CH:34]=[CH:33][N:32]=2)=[CH:27][CH:26]=1)(=[O:7])=[O:6].C(OCC)(=O)C.CCCCCC. Product: [OH:14][CH:13]([C:15]1([C:19]([F:22])([F:21])[F:20])[CH2:16][CH2:17][CH2:18]1)[C:11]1[N:10]=[C:9]([CH2:23][CH2:24][C:25]2[CH:30]=[CH:29][C:28]([C:31]3[CH:36]=[CH:35][CH:34]=[CH:33][N:32]=3)=[CH:27][CH:26]=2)[N:8]([S:5]([N:4]([CH3:3])[CH3:37])(=[O:7])=[O:6])[CH:12]=1. The catalyst class is: 24. (2) Reactant: C(OC(=O)[NH:7][CH2:8][CH2:9][CH2:10][C@@H:11]1[NH:29][C:28](=[O:30])[C@@H:27]([NH:31]C(OC(C)(C)C)=O)[CH2:26][C:25]2[CH:39]=[C:21]([CH:22]=[CH:23][C:24]=2[OH:40])[C:20]2=[CH:41][C:16](=[C:17]([OH:42])[CH:18]=[CH:19]2)[CH2:15][C@@H:14]([C:43]([NH:45][C@H:46]([C:54]([NH:56][CH2:57][CH2:58][NH2:59])=[O:55])[CH2:47][CH2:48][CH2:49][NH:50][C:51]([NH2:53])=[NH:52])=[O:44])[NH:13][C:12]1=[O:60])(C)(C)C.[ClH:62]. Product: [ClH:62].[ClH:62].[ClH:62].[ClH:62].[ClH:62].[NH2:31][C@H:27]1[CH2:26][C:25]2[CH:39]=[C:21]([CH:22]=[CH:23][C:24]=2[OH:40])[C:20]2=[CH:41][C:16](=[C:17]([OH:42])[CH:18]=[CH:19]2)[CH2:15][C@@H:14]([C:43]([NH:45][C@H:46]([C:54]([NH:56][CH2:57][CH2:58][NH2:59])=[O:55])[CH2:47][CH2:48][CH2:49][NH:50][C:51]([NH2:53])=[NH:52])=[O:44])[NH:13][C:12](=[O:60])[C@H:11]([CH2:10][CH2:9][CH2:8][NH2:7])[NH:29][C:28]1=[O:30]. The catalyst class is: 12. (3) Reactant: C1(P(C2C=CC=CC=2)C2C=CC=CC=2)C=CC=CC=1.BrN1[C:25](=[O:26])[CH2:24]CC1=O.[Cl:28][C:29]1[CH:30]=[C:31]([C@@H:39]([CH2:49][CH:50]2[CH2:54][CH2:53][CH2:52][CH2:51]2)[C:40]([NH:42][C:43]2[CH:47]=[CH:46][N:45]([CH3:48])[N:44]=2)=[O:41])[CH:32]=[CH:33][C:34]=1[S:35]([CH3:38])(=[O:37])=[O:36].N1C(C)=CC=CC=1C.C(OCC)(=[O:65])C. Product: [Cl:28][C:29]1[CH:30]=[C:31]([C@@H:39]([CH2:49][CH:50]2[CH2:51][CH2:52][CH2:53][CH2:54]2)[C:40]([NH:42][C:43]2[CH:47]=[CH:46][N:45]([CH2:48][C@@H:25]([OH:26])[CH2:24][OH:65])[N:44]=2)=[O:41])[CH:32]=[CH:33][C:34]=1[S:35]([CH3:38])(=[O:37])=[O:36]. The catalyst class is: 2. (4) Reactant: [CH3:1][N:2]1[CH2:6][CH:5]=[N:4][C:3]1=[C:7]1[N:11]=[CH:10][CH:9]=[N:8]1.[H-].[Na+].Br[CH2:15][CH2:16][CH2:17][CH2:18][CH2:19][CH2:20][N:21]1[C:25](=[O:26])[C:24]2=[CH:27][CH:28]=[CH:29][CH:30]=[C:23]2[C:22]1=[O:31].[I-].[Na+]. Product: [CH3:1][N:2]1[CH:6]=[CH:5][N:4]([CH2:15][CH2:16][CH2:17][CH2:18][CH2:19][CH2:20][N:21]2[C:25](=[O:26])[C:24]3=[CH:27][CH:28]=[CH:29][CH:30]=[C:23]3[C:22]2=[O:31])[C:3]1=[C:7]1[N:8]=[CH:9][CH:10]=[N:11]1. The catalyst class is: 18. (5) Reactant: [F:1][C:2]1[CH:3]=[C:4]([C@H:9]2[N:18]([CH2:19][C:20]([O:22]CC)=[O:21])[C:17](=[O:25])[C:12]3([CH2:16][CH2:15][CH2:14][CH2:13]3)[NH:11][CH2:10]2)[CH:5]=[C:6]([F:8])[CH:7]=1.[Li+:26].[OH-].Cl. Product: [F:1][C:2]1[CH:3]=[C:4]([C@H:9]2[N:18]([CH2:19][C:20]([O-:22])=[O:21])[C:17](=[O:25])[C:12]3([CH2:16][CH2:15][CH2:14][CH2:13]3)[NH:11][CH2:10]2)[CH:5]=[C:6]([F:8])[CH:7]=1.[Li+:26]. The catalyst class is: 20. (6) Reactant: [NH2:1][C:2]1[CH:11]=[C:10]2[C:5]([CH2:6][CH2:7][CH2:8][N:9]2[CH2:12][CH2:13][O:14][CH3:15])=[CH:4][CH:3]=1.[C:16]1([C:25]2[CH:30]=[CH:29][CH:28]=[CH:27][CH:26]=2)[CH:21]=[CH:20][C:19]([C:22](O)=[O:23])=[CH:18][CH:17]=1.Cl.CN(C)CCCN=C=NCC. Product: [CH3:15][O:14][CH2:13][CH2:12][N:9]1[C:10]2[C:5](=[CH:4][CH:3]=[C:2]([NH:1][C:22]([C:19]3[CH:20]=[CH:21][C:16]([C:25]4[CH:26]=[CH:27][CH:28]=[CH:29][CH:30]=4)=[CH:17][CH:18]=3)=[O:23])[CH:11]=2)[CH2:6][CH2:7][CH2:8]1. The catalyst class is: 172. (7) Reactant: [Cl-].O[NH3+:3].[C:4](=[O:7])([O-])[OH:5].[Na+].CS(C)=O.[CH2:13]([C:17]1[N:18]=[C:19]([CH3:46])[N:20]([CH2:39][C:40]2[CH:45]=[N:44][CH:43]=[CH:42][N:41]=2)[C:21](=[O:38])[C:22]=1[CH2:23][C:24]1[CH:29]=[CH:28][C:27]([C:30]2[C:31]([C:36]#[N:37])=[CH:32][CH:33]=[CH:34][CH:35]=2)=[CH:26][CH:25]=1)[CH2:14][CH2:15][CH3:16]. Product: [CH2:13]([C:17]1[N:18]=[C:19]([CH3:46])[N:20]([CH2:39][C:40]2[CH:45]=[N:44][CH:43]=[CH:42][N:41]=2)[C:21](=[O:38])[C:22]=1[CH2:23][C:24]1[CH:25]=[CH:26][C:27]([C:30]2[CH:35]=[CH:34][CH:33]=[CH:32][C:31]=2[C:36]2[NH:3][C:4](=[O:7])[O:5][N:37]=2)=[CH:28][CH:29]=1)[CH2:14][CH2:15][CH3:16]. The catalyst class is: 13.